Dataset: Reaction yield outcomes from USPTO patents with 853,638 reactions. Task: Predict the reaction yield, written as a fraction of the theoretical maximum amount of product (1.0 means a 100% yield; for example, 0.34 means a 34% yield). (1) The reactants are [N:1]1[CH:6]=[CH:5][C:4]([C:7]2[CH:15]=[C:14]3[C:10]([C:11](C=O)=[N:12][N:13]3[CH2:16][O:17][CH2:18][CH2:19][Si:20]([CH3:23])([CH3:22])[CH3:21])=[CH:9][CH:8]=2)=[CH:3][CH:2]=1.C1(N)[C:27]([NH2:32])=[CH:28][CH:29]=[CH:30][CH:31]=1.[S].[CH3:35][N:36]([CH:38]=[O:39])[CH3:37]. The catalyst is [Cl-].[Na+].O. The product is [N:1]1[CH:2]=[CH:3][C:4]([C:7]2[CH:15]=[C:14]3[C:10]([C:11]([C:37]4[N:36]([CH2:38][O:39][CH2:18][CH2:19][Si:20]([CH3:23])([CH3:22])[CH3:21])[C:35]5[CH:31]=[CH:30][CH:29]=[CH:28][C:27]=5[N:32]=4)=[N:12][N:13]3[CH2:16][O:17][CH2:18][CH2:19][Si:20]([CH3:23])([CH3:21])[CH3:22])=[CH:9][CH:8]=2)=[CH:5][CH:6]=1. The yield is 0.650. (2) The reactants are C(N(CC)CC)C.C(Cl)Cl.[CH:11]1([CH2:14][N:15]2[C:23]([N:24]3[CH2:29][CH2:28][NH:27][C@H:26]([CH3:30])[CH2:25]3)=[N:22][C:21]3[C:16]2=[N:17][C:18]([C:37]2[CH:38]=[N:39][C:40]([NH2:43])=[N:41][CH:42]=2)=[N:19][C:20]=3[N:31]2[CH2:36][CH2:35][O:34][CH2:33][CH2:32]2)[CH2:13][CH2:12]1.[C:44](OC(=O)C)(=[O:46])[CH3:45]. The catalyst is C(Cl)Cl.CO. The product is [C:44]([N:27]1[CH2:28][CH2:29][N:24]([C:23]2[N:15]([CH2:14][CH:11]3[CH2:13][CH2:12]3)[C:16]3[C:21]([N:22]=2)=[C:20]([N:31]2[CH2:36][CH2:35][O:34][CH2:33][CH2:32]2)[N:19]=[C:18]([C:37]2[CH:42]=[N:41][C:40]([NH2:43])=[N:39][CH:38]=2)[N:17]=3)[CH2:25][C@H:26]1[CH3:30])(=[O:46])[CH3:45]. The yield is 1.00. (3) The reactants are [O:1]1[C:5]2[CH:6]=[C:7]3[CH:12]=[C:11]([C:13]([OH:15])=O)[O:10][C:8]3=[CH:9][C:4]=2[NH:3][C:2]1=[O:16].C(N(CC)CC)C.[CH2:24]([CH:31]1[CH2:36][CH2:35][NH:34][CH2:33][CH2:32]1)[C:25]1[CH:30]=[CH:29][CH:28]=[CH:27][CH:26]=1.CN(C(ON1N=NC2C=CC=CC1=2)=[N+](C)C)C.F[P-](F)(F)(F)(F)F. The catalyst is CN(C)C=O. The product is [CH2:24]([CH:31]1[CH2:36][CH2:35][N:34]([C:13]([C:11]2[O:10][C:8]3[C:7](=[CH:6][C:5]4[O:1][C:2](=[O:16])[NH:3][C:4]=4[CH:9]=3)[CH:12]=2)=[O:15])[CH2:33][CH2:32]1)[C:25]1[CH:30]=[CH:29][CH:28]=[CH:27][CH:26]=1. The yield is 0.540. (4) The reactants are [NH:1]1[C:9]2[C:4](=[CH:5][CH:6]=[CH:7][CH:8]=2)[CH:3]=[N:2]1.[H-].[Na+].Cl[CH2:13][C:14]1[CH:32]=[CH:31][C:17]2/[C:18](=[C:27](/[CH3:30])\[C:28]#[N:29])/[C:19]3[CH:26]=[CH:25][CH:24]=[CH:23][C:20]=3[O:21][CH2:22][C:16]=2[CH:15]=1.C(OCC)(=O)C. The catalyst is CN(C=O)C. The product is [N:1]1([CH2:13][C:14]2[CH:32]=[CH:31][C:17]3/[C:18](=[C:27](/[CH3:30])\[C:28]#[N:29])/[C:19]4[CH:26]=[CH:25][CH:24]=[CH:23][C:20]=4[O:21][CH2:22][C:16]=3[CH:15]=2)[C:9]2[C:4](=[CH:5][CH:6]=[CH:7][CH:8]=2)[CH:3]=[N:2]1.[N:1]1[N:2]([CH2:13][C:14]2[CH:32]=[CH:31][C:17]3/[C:18](=[C:27](/[CH3:30])\[C:28]#[N:29])/[C:19]4[CH:26]=[CH:25][CH:24]=[CH:23][C:20]=4[O:21][CH2:22][C:16]=3[CH:15]=2)[CH:3]=[C:4]2[C:9]=1[CH:8]=[CH:7][CH:6]=[CH:5]2. The yield is 0.640. (5) The reactants are [C:1]([CH:5]1[CH2:10][CH2:9][C:8](=[CH:11][C:12]2[CH:13]=[C:14]3[C:19](=[CH:20][CH:21]=2)[CH:18]=[C:17]([CH2:22][N:23]2[CH2:28][CH2:27][CH:26]([C:29]([O:31]CC)=[O:30])[CH2:25][CH2:24]2)[CH:16]=[CH:15]3)[CH2:7][CH2:6]1)([CH3:4])([CH3:3])[CH3:2].[OH-].[Na+].O.Cl. The catalyst is CO. The product is [C:1]([CH:5]1[CH2:10][CH2:9][C:8](=[CH:11][C:12]2[CH:13]=[C:14]3[C:19](=[CH:20][CH:21]=2)[CH:18]=[C:17]([CH2:22][N:23]2[CH2:24][CH2:25][CH:26]([C:29]([OH:31])=[O:30])[CH2:27][CH2:28]2)[CH:16]=[CH:15]3)[CH2:7][CH2:6]1)([CH3:4])([CH3:2])[CH3:3]. The yield is 0.810. (6) The reactants are [N+:1]([C:4]1[CH:5]=[C:6]([CH:16]=[CH:17][CH:18]=1)[CH2:7][NH:8][C:9](=[O:15])[O:10][C:11]([CH3:14])([CH3:13])[CH3:12])([O-])=O. The catalyst is C(O)C.[Pd]. The product is [NH2:1][C:4]1[CH:5]=[C:6]([CH:16]=[CH:17][CH:18]=1)[CH2:7][NH:8][C:9](=[O:15])[O:10][C:11]([CH3:14])([CH3:13])[CH3:12]. The yield is 0.980. (7) The reactants are [NH2:1][C:2]1[N:3]=[C:4]([C:11]2[O:12][CH:13]=[CH:14][CH:15]=2)[C:5]([C:8](=O)[CH3:9])=[N:6][CH:7]=1.[C:16](O)(=O)C.[CH:20]([NH2:22])=[NH:21]. The catalyst is COC(OC)N(C)C.C(O)C.C1(C)C=CC=CC=1. The product is [O:12]1[CH:13]=[CH:14][CH:15]=[C:11]1[C:4]1[N:3]=[C:2]([NH2:1])[CH:7]=[N:6][C:5]=1[C:8]1[CH:9]=[CH:16][N:22]=[CH:20][N:21]=1. The yield is 0.300. (8) The reactants are [OH:1][CH:2]1[CH:7]([C:8]2[CH:13]=[CH:12][C:11]([CH2:14][OH:15])=[CH:10][CH:9]=2)[CH2:6][CH2:5][N:4]([C:16]([O:18][C:19]([CH3:22])([CH3:21])[CH3:20])=[O:17])[CH2:3]1.[C:23]1([C:29]([C:37]2[CH:42]=[CH:41][CH:40]=[CH:39][CH:38]=2)([C:31]2[CH:36]=[CH:35][CH:34]=[CH:33][CH:32]=2)Cl)[CH:28]=[CH:27][CH:26]=[CH:25][CH:24]=1.C(N(CC)CC)C. The catalyst is C(Cl)Cl. The product is [OH:1][CH:2]1[CH:7]([C:8]2[CH:9]=[CH:10][C:11]([CH2:14][O:15][C:29]([C:23]3[CH:28]=[CH:27][CH:26]=[CH:25][CH:24]=3)([C:37]3[CH:38]=[CH:39][CH:40]=[CH:41][CH:42]=3)[C:31]3[CH:32]=[CH:33][CH:34]=[CH:35][CH:36]=3)=[CH:12][CH:13]=2)[CH2:6][CH2:5][N:4]([C:16]([O:18][C:19]([CH3:22])([CH3:21])[CH3:20])=[O:17])[CH2:3]1. The yield is 0.775.